Predict the product of the given reaction. From a dataset of Forward reaction prediction with 1.9M reactions from USPTO patents (1976-2016). (1) Given the reactants Cl.[CH3:2][C:3]([CH:9]1[CH2:14][CH2:13][NH:12][CH2:11][CH2:10]1)([CH3:8])[C:4]([O:6][CH3:7])=[O:5].[OH-].[Na+].[C:17](O[C:17]([O:19][C:20]([CH3:23])([CH3:22])[CH3:21])=[O:18])([O:19][C:20]([CH3:23])([CH3:22])[CH3:21])=[O:18].Cl, predict the reaction product. The product is: [CH3:7][O:6][C:4]([C:3]([CH:9]1[CH2:10][CH2:11][N:12]([C:17]([O:19][C:20]([CH3:23])([CH3:22])[CH3:21])=[O:18])[CH2:13][CH2:14]1)([CH3:2])[CH3:8])=[O:5]. (2) Given the reactants [NH2:1][C@H:2]([C:8]([OH:10])=[O:9])[CH2:3][S:4](=[O:7])([OH:6])=[O:5].S(Cl)([Cl:13])=O.[CH3:15]O, predict the reaction product. The product is: [ClH:13].[CH3:15][O:9][C:8](=[O:10])[C@H:2]([CH2:3][S:4](=[O:6])([OH:7])=[O:5])[NH2:1]. (3) Given the reactants [Br:1][C:2]1[CH:7]=[C:6]([F:8])[CH:5]=[CH:4][C:3]=1[CH:9]1[C:14]([C:15]([O:17][CH2:18][CH3:19])=[O:16])=[C:13]([CH2:20]Br)[NH:12][C:11]([C:22]2[C:27]([F:28])=[CH:26][C:25]([F:29])=[CH:24][C:23]=2[F:30])=[N:10]1.[NH:31]1[CH2:36][CH2:35][O:34][CH2:33][CH:32]1[C:37]([OH:39])=[O:38], predict the reaction product. The product is: [Br:1][C:2]1[CH:7]=[C:6]([F:8])[CH:5]=[CH:4][C:3]=1[CH:9]1[N:10]=[C:11]([C:22]2[C:27]([F:28])=[CH:26][C:25]([F:29])=[CH:24][C:23]=2[F:30])[NH:12][C:13]([CH2:20][N:31]2[CH2:36][CH2:35][O:34][CH2:33][CH:32]2[C:37]([OH:39])=[O:38])=[C:14]1[C:15]([O:17][CH2:18][CH3:19])=[O:16]. (4) The product is: [Cl:1][C:2]1[CH:7]=[C:6]([Cl:8])[CH:5]=[CH:4][C:3]=1[C:9]1[S:10][C:11]([C:15]([NH:21][NH2:22])=[O:17])=[C:12]([CH3:14])[N:13]=1. Given the reactants [Cl:1][C:2]1[CH:7]=[C:6]([Cl:8])[CH:5]=[CH:4][C:3]=1[C:9]1[S:10][C:11]([C:15]([O:17]CC)=O)=[C:12]([CH3:14])[N:13]=1.O.[NH2:21][NH2:22], predict the reaction product. (5) Given the reactants [F:1][C:2]1[C:11]([F:12])=[CH:10][C:5]2[N:6]=[C:7]([SH:9])[NH:8][C:4]=2[CH:3]=1.C(N(CC)CC)C.Br[CH2:21][CH2:22][CH2:23][C:24]([O:26][CH2:27][CH3:28])=[O:25].O, predict the reaction product. The product is: [CH2:27]([O:26][C:24](=[O:25])[CH2:23][CH2:22][CH2:21][S:9][C:7]1[NH:8][C:4]2[CH:3]=[C:2]([F:1])[C:11]([F:12])=[CH:10][C:5]=2[N:6]=1)[CH3:28]. (6) Given the reactants C([C:6]1[CH:16]=[CH:15][C:9]([CH:10]=[CH:11][C:12]([OH:14])=[O:13])=[CH:8][C:7]=1[O:17][CH3:18])(=O)CCC.CN([CH:22]=[O:23])C.C(Cl)(=O)C(Cl)=[O:26].NC1S[CH:33]=[C:34]([C:36]2C=CC(C)=CC=2)N=1, predict the reaction product. The product is: [C:12]([CH:11]=[CH:10][C:9]1[CH:15]=[CH:16][C:6]([O:23][CH3:22])=[C:7]([O:17][C:18](=[O:26])[CH2:33][CH2:34][CH3:36])[CH:8]=1)([OH:14])=[O:13]. (7) The product is: [CH:19]([O:21][C@H:3]1[C@H:4]([CH3:8])[CH2:5][CH2:6][CH2:7][C:2]1([CH3:1])[CH3:11])=[O:20]. Given the reactants [CH3:1][C:2]1([CH3:11])[CH2:7][CH2:6][CH2:5][C@@H:4]([CH3:8])[C@@H:3]1C=O.ClC1C=CC=C([C:19]([O:21]O)=[O:20])C=1, predict the reaction product.